This data is from NCI-60 drug combinations with 297,098 pairs across 59 cell lines. The task is: Regression. Given two drug SMILES strings and cell line genomic features, predict the synergy score measuring deviation from expected non-interaction effect. (1) Drug 1: C1=CC(=CC=C1CCCC(=O)O)N(CCCl)CCCl. Drug 2: CCC1(C2=C(COC1=O)C(=O)N3CC4=CC5=C(C=CC(=C5CN(C)C)O)N=C4C3=C2)O.Cl. Cell line: CAKI-1. Synergy scores: CSS=52.0, Synergy_ZIP=-5.13, Synergy_Bliss=-4.27, Synergy_Loewe=-16.2, Synergy_HSA=-0.335. (2) Drug 1: C1CN1P(=S)(N2CC2)N3CC3. Drug 2: CCCCCOC(=O)NC1=NC(=O)N(C=C1F)C2C(C(C(O2)C)O)O. Cell line: U251. Synergy scores: CSS=16.9, Synergy_ZIP=-4.87, Synergy_Bliss=-1.79, Synergy_Loewe=-10.3, Synergy_HSA=-1.59. (3) Cell line: UACC62. Synergy scores: CSS=9.33, Synergy_ZIP=-1.16, Synergy_Bliss=0.622, Synergy_Loewe=-7.05, Synergy_HSA=-2.30. Drug 2: C1CC(=O)NC(=O)C1N2C(=O)C3=CC=CC=C3C2=O. Drug 1: CN(CCCl)CCCl.Cl. (4) Synergy scores: CSS=38.7, Synergy_ZIP=8.66, Synergy_Bliss=11.4, Synergy_Loewe=-4.81, Synergy_HSA=10.8. Drug 1: COC1=C(C=C2C(=C1)N=CN=C2NC3=CC(=C(C=C3)F)Cl)OCCCN4CCOCC4. Cell line: SR. Drug 2: CC1=C(C=C(C=C1)NC(=O)C2=CC=C(C=C2)CN3CCN(CC3)C)NC4=NC=CC(=N4)C5=CN=CC=C5. (5) Drug 1: C1CC(=O)NC(=O)C1N2CC3=C(C2=O)C=CC=C3N. Drug 2: CS(=O)(=O)OCCCCOS(=O)(=O)C. Cell line: MALME-3M. Synergy scores: CSS=5.05, Synergy_ZIP=0.859, Synergy_Bliss=2.87, Synergy_Loewe=0.379, Synergy_HSA=0.442. (6) Drug 1: CCCCC(=O)OCC(=O)C1(CC(C2=C(C1)C(=C3C(=C2O)C(=O)C4=C(C3=O)C=CC=C4OC)O)OC5CC(C(C(O5)C)O)NC(=O)C(F)(F)F)O. Drug 2: CC=C1C(=O)NC(C(=O)OC2CC(=O)NC(C(=O)NC(CSSCCC=C2)C(=O)N1)C(C)C)C(C)C. Cell line: K-562. Synergy scores: CSS=69.9, Synergy_ZIP=3.16, Synergy_Bliss=3.79, Synergy_Loewe=-25.0, Synergy_HSA=3.87. (7) Drug 1: CN(C)C1=NC(=NC(=N1)N(C)C)N(C)C. Drug 2: C1CNP(=O)(OC1)N(CCCl)CCCl. Cell line: KM12. Synergy scores: CSS=13.2, Synergy_ZIP=0.552, Synergy_Bliss=5.37, Synergy_Loewe=-2.76, Synergy_HSA=-1.28.